Dataset: Full USPTO retrosynthesis dataset with 1.9M reactions from patents (1976-2016). Task: Predict the reactants needed to synthesize the given product. (1) Given the product [C:1]([O:5][C:6]([C:8]1[C:20]2[C:11](=[C:12]3[C:17](=[CH:18][CH:19]=2)[CH:16]=[N:15][C:14](/[CH:39]=[CH:38]/[C:32]2[CH:37]=[CH:36][CH:35]=[CH:34][CH:33]=2)=[CH:13]3)[N:10]([CH2:22][O:23][NH2:24])[C:9]=1[C:25]([O:27][C:28]([CH3:31])([CH3:30])[CH3:29])=[O:26])=[O:7])([CH3:4])([CH3:3])[CH3:2], predict the reactants needed to synthesize it. The reactants are: [C:1]([O:5][C:6]([C:8]1[C:20]2[C:11](=[C:12]3[C:17](=[CH:18][CH:19]=2)[CH:16]=[N:15][C:14](Cl)=[CH:13]3)[N:10]([CH2:22][O:23][NH2:24])[C:9]=1[C:25]([O:27][C:28]([CH3:31])([CH3:30])[CH3:29])=[O:26])=[O:7])([CH3:4])([CH3:3])[CH3:2].[C:32]1(/[CH:38]=[CH:39]/B(O)O)[CH:37]=[CH:36][CH:35]=[CH:34][CH:33]=1.C([O-])([O-])=O.[K+].[K+]. (2) Given the product [F:31][C:32]1[CH:37]=[CH:36][CH:35]=[CH:34][C:33]=1[NH:38][C:39]([N:4]1[CH2:5][CH2:6][N:1]([C:7]2[N:12]=[CH:11][C:10]([NH:13][C:14]([C:16]3[O:20][C:19]([N:21]4[CH2:22][CH2:23][CH2:24][CH2:25][CH2:26]4)=[N:18][C:17]=3[C:27]([F:28])([F:29])[F:30])=[O:15])=[CH:9][CH:8]=2)[CH2:2][CH2:3]1)=[O:40], predict the reactants needed to synthesize it. The reactants are: [N:1]1([C:7]2[N:12]=[CH:11][C:10]([NH:13][C:14]([C:16]3[O:20][C:19]([N:21]4[CH2:26][CH2:25][CH2:24][CH2:23][CH2:22]4)=[N:18][C:17]=3[C:27]([F:30])([F:29])[F:28])=[O:15])=[CH:9][CH:8]=2)[CH2:6][CH2:5][NH:4][CH2:3][CH2:2]1.[F:31][C:32]1[CH:37]=[CH:36][CH:35]=[CH:34][C:33]=1[N:38]=[C:39]=[O:40].